This data is from Experimentally validated miRNA-target interactions with 360,000+ pairs, plus equal number of negative samples. The task is: Binary Classification. Given a miRNA mature sequence and a target amino acid sequence, predict their likelihood of interaction. The miRNA is hsa-miR-4649-3p with sequence UCUGAGGCCUGCCUCUCCCCA. The protein sequence of the target gene is MSNRPNNNPGGSLRRSQRNTAGAQPQDDSIGGRSCSSSSAVIVPQPEDPDRANTSERQKTGQVPKKDNSRGVKRSASPDYNRTNSPSSAKKPKALQHTESPSETNKPHSKSKKRHLDQEQQLKSAQSPSTSKAHTRKSGATGGSRSQKRKRTESSCVKSGSGSESTGAEERSAKPTKLASKSATSAKAGCSTITDSSSAASTSSSSSAVASASSTVPPGARVKQGKDQNKARRSRSASSPSPRRSSREKEQSKTGGSSKFDWAARFSPKVSLPKTKLSLPGSSKSETSKPGPSGLQAKLA.... Result: 0 (no interaction).